This data is from Forward reaction prediction with 1.9M reactions from USPTO patents (1976-2016). The task is: Predict the product of the given reaction. (1) Given the reactants COC1C=CC(C[NH:8][C:9]2[C:14]([C:15]#[N:16])=[CH:13][N:12]=[C:11]3[N:17]([CH2:20][O:21][CH2:22][CH2:23][Si:24]([CH3:27])([CH3:26])[CH3:25])[CH:18]=[CH:19][C:10]=23)=CC=1.C1(C)C=CC=CC=1.ClC1C(=O)C(C#N)=C(C#N)C(=O)C=1Cl.C(=O)([O-])O.[Na+], predict the reaction product. The product is: [NH2:8][C:9]1[C:14]([C:15]#[N:16])=[CH:13][N:12]=[C:11]2[N:17]([CH2:20][O:21][CH2:22][CH2:23][Si:24]([CH3:27])([CH3:26])[CH3:25])[CH:18]=[CH:19][C:10]=12. (2) Given the reactants [CH2:1]([O:3][C:4]([C:6]1[N:7]=[C:8](Br)[C:9]2[N:10]([C:20]3[CH:25]=[CH:24][CH:23]=[CH:22][CH:21]=3)[C:11]3[C:16]([C:17]=2[C:18]=1[OH:19])=[CH:15][CH:14]=[CH:13][CH:12]=3)=[O:5])[CH3:2].[CH3:27][Sn](C)(C)C, predict the reaction product. The product is: [CH2:1]([O:3][C:4]([C:6]1[N:7]=[C:8]([CH3:27])[C:9]2[N:10]([C:20]3[CH:25]=[CH:24][CH:23]=[CH:22][CH:21]=3)[C:11]3[C:16]([C:17]=2[C:18]=1[OH:19])=[CH:15][CH:14]=[CH:13][CH:12]=3)=[O:5])[CH3:2]. (3) Given the reactants C(O[NH:9][CH:10]1[CH2:19][CH2:18][CH2:17][C:16]2[N:15]=[C:14]([O:20][CH2:21][C:22]3[CH:27]=[CH:26][CH:25]=[CH:24][CH:23]=3)[CH:13]=[CH:12][C:11]1=2)C1C=CC=CC=1.B.O, predict the reaction product. The product is: [CH2:21]([O:20][C:14]1[CH:13]=[CH:12][C:11]2[CH:10]([NH2:9])[CH2:19][CH2:18][CH2:17][C:16]=2[N:15]=1)[C:22]1[CH:23]=[CH:24][CH:25]=[CH:26][CH:27]=1. (4) Given the reactants [CH:1]([Si:4]([C:11]#[CH:12])([CH:8]([CH3:10])[CH3:9])[CH:5]([CH3:7])[CH3:6])([CH3:3])[CH3:2].[Li]C[CH2:15][CH2:16][CH3:17].[Br:18][C:19]1[S:20][C:21]2[C:22](=O)[C:23]3[CH:24]=[C:25]([Br:32])[S:26][C:27]=3[C:28](=O)[C:29]=2[CH:30]=1.Cl[Sn]Cl.Cl, predict the reaction product. The product is: [Br:18][C:19]1[S:20][C:21]2[C:29]([CH:30]=1)=[C:28]([C:12]#[C:11][Si:4]([CH:5]([CH3:6])[CH3:7])([CH:1]([CH3:3])[CH3:2])[CH:8]([CH3:10])[CH3:9])[C:27]1[S:26][C:25]([Br:32])=[CH:24][C:23]=1[C:22]=2[C:2]#[C:1][Si:4]([CH:8]([CH3:10])[CH3:9])([CH:16]([CH3:17])[CH3:15])[CH:5]([CH3:7])[CH3:6].